From a dataset of Full USPTO retrosynthesis dataset with 1.9M reactions from patents (1976-2016). Predict the reactants needed to synthesize the given product. (1) Given the product [CH:20]([C:18]1[CH:17]=[CH:16][C:15]([O:23][CH3:24])=[C:14]([C:4]2[C:3]([CH2:2][N:35]3[C:31](=[O:41])[C:32]4[C:33](=[CH:37][CH:38]=[CH:39][CH:40]=4)[C:34]3=[O:36])=[CH:12][C:11]3[C:6](=[C:7]([CH3:13])[CH:8]=[CH:9][CH:10]=3)[N:5]=2)[CH:19]=1)([CH3:22])[CH3:21], predict the reactants needed to synthesize it. The reactants are: Cl[CH2:2][C:3]1[C:4]([C:14]2[CH:19]=[C:18]([CH:20]([CH3:22])[CH3:21])[CH:17]=[CH:16][C:15]=2[O:23][CH3:24])=[N:5][C:6]2[C:11]([CH:12]=1)=[CH:10][CH:9]=[CH:8][C:7]=2[CH3:13].CN(C)C=O.[K].[C:31]1(=[O:41])[NH:35][C:34](=[O:36])[C:33]2=[CH:37][CH:38]=[CH:39][CH:40]=[C:32]12.C(=O)([O-])[O-].[K+].[K+]. (2) The reactants are: [NH2:1][C:2]1[CH:11]=[C:10]2[C:5]([CH:6]=[CH:7][CH:8]=[N:9]2)=[CH:4][CH:3]=1.[CH3:12][C:13]1[CH:18]=[C:17]([C:19](O)=[O:20])[CH:16]=[CH:15][C:14]=1[C:22]1[CH:27]=[CH:26][CH:25]=[CH:24][CH:23]=1. Given the product [CH3:12][C:13]1[CH:18]=[C:17]([C:19]([NH:1][C:2]2[CH:11]=[C:10]3[C:5]([CH:6]=[CH:7][CH:8]=[N:9]3)=[CH:4][CH:3]=2)=[O:20])[CH:16]=[CH:15][C:14]=1[C:22]1[CH:27]=[CH:26][CH:25]=[CH:24][CH:23]=1, predict the reactants needed to synthesize it.